Task: Regression. Given a peptide amino acid sequence and an MHC pseudo amino acid sequence, predict their binding affinity value. This is MHC class II binding data.. Dataset: Peptide-MHC class II binding affinity with 134,281 pairs from IEDB (1) The peptide sequence is SVAVKNGALHLYFDK. The MHC is DRB1_0101 with pseudo-sequence DRB1_0101. The binding affinity (normalized) is 0.681. (2) The peptide sequence is FAVVDLNKMRAVWVDGKART. The MHC is HLA-DQA10102-DQB10602 with pseudo-sequence HLA-DQA10102-DQB10602. The binding affinity (normalized) is 0.561. (3) The peptide sequence is SLYNTVATLYCVHQRIDV. The MHC is DRB1_0301 with pseudo-sequence DRB1_0301. The binding affinity (normalized) is 0.134. (4) The peptide sequence is AKRMIAISAKVARDI. The MHC is DRB5_0101 with pseudo-sequence DRB5_0101. The binding affinity (normalized) is 0.524. (5) The peptide sequence is DFREFSRAKGLNQEI. The MHC is HLA-DPA10201-DPB10101 with pseudo-sequence HLA-DPA10201-DPB10101. The binding affinity (normalized) is 0.434. (6) The peptide sequence is VMELYADVVPKTAEN. The MHC is DRB1_1501 with pseudo-sequence DRB1_1501. The binding affinity (normalized) is 0.412.